Dataset: Full USPTO retrosynthesis dataset with 1.9M reactions from patents (1976-2016). Task: Predict the reactants needed to synthesize the given product. (1) Given the product [CH3:40][O:41][CH2:42][CH2:43][N:44]1[CH:48]=[C:47]([C:2]2[CH:3]=[CH:4][C:5]([NH:13][C:14]3[C:19]([C:20]([F:21])([F:22])[F:23])=[CH:18][N:17]=[C:16]([NH:24][C:25]4[CH:39]=[CH:38][C:28]([CH2:29][P:30](=[O:37])([O:34][CH2:35][CH3:36])[O:31][CH2:32][CH3:33])=[CH:27][CH:26]=4)[N:15]=3)=[C:6]3[C:10]=2[CH2:9][N:8]([CH3:11])[C:7]3=[O:12])[CH:46]=[N:45]1, predict the reactants needed to synthesize it. The reactants are: Br[C:2]1[CH:3]=[CH:4][C:5]([NH:13][C:14]2[C:19]([C:20]([F:23])([F:22])[F:21])=[CH:18][N:17]=[C:16]([NH:24][C:25]3[CH:39]=[CH:38][C:28]([CH2:29][P:30](=[O:37])([O:34][CH2:35][CH3:36])[O:31][CH2:32][CH3:33])=[CH:27][CH:26]=3)[N:15]=2)=[C:6]2[C:10]=1[CH2:9][N:8]([CH3:11])[C:7]2=[O:12].[CH3:40][O:41][CH2:42][CH2:43][N:44]1[CH:48]=[C:47](B2OC(C)(C)C(C)(C)O2)[CH:46]=[N:45]1.C(=O)([O-])[O-].[K+].[K+].ClCCl. (2) Given the product [CH2:26]([O:28][C:29](=[O:35])/[CH:30]=[CH:31]/[C:32]([N:12]1[C:11]2[CH:10]=[CH:9][CH:8]=[C:7]([CH:1]3[CH2:2][CH2:3][CH2:4][CH2:5][CH2:6]3)[C:16]=2[O:15][CH:14]([CH:17]([CH3:19])[CH3:18])[CH2:13]1)=[O:33])[CH3:27], predict the reactants needed to synthesize it. The reactants are: [CH:1]1([C:7]2[C:16]3[O:15][CH:14]([CH:17]([CH3:19])[CH3:18])[CH2:13][NH:12][C:11]=3[CH:10]=[CH:9][CH:8]=2)[CH2:6][CH2:5][CH2:4][CH2:3][CH2:2]1.N1C=CC=CC=1.[CH2:26]([O:28][C:29](=[O:35])/[CH:30]=[CH:31]/[C:32](Cl)=[O:33])[CH3:27].O. (3) Given the product [CH3:1][C:2]1[N:7]=[C:6]([C:8]([N:10]2[C@H:16]([CH2:17][NH:18][C:26]3[CH:31]=[N:30][C:29]([C:32]([F:35])([F:34])[F:33])=[CH:28][N:27]=3)[CH2:15][C@@H:14]3[C@@H:12]([CH2:13]3)[CH2:11]2)=[O:9])[C:5]([C:19]2[N:24]=[CH:23][CH:22]=[CH:21][N:20]=2)=[CH:4][CH:3]=1, predict the reactants needed to synthesize it. The reactants are: [CH3:1][C:2]1[N:7]=[C:6]([C:8]([N:10]2[C@H:16]([CH2:17][NH2:18])[CH2:15][C@@H:14]3[C@@H:12]([CH2:13]3)[CH2:11]2)=[O:9])[C:5]([C:19]2[N:24]=[CH:23][CH:22]=[CH:21][N:20]=2)=[CH:4][CH:3]=1.Br[C:26]1[CH:31]=[N:30][C:29]([C:32]([F:35])([F:34])[F:33])=[CH:28][N:27]=1.C(=O)([O-])[O-].[Na+].[Na+]. (4) Given the product [NH2:23][C:16]1[C:17]2[C:22](=[CH:21][CH:20]=[CH:19][CH:18]=2)[C:13]([O:12][C:10]2[CH:9]=[CH:8][N:7]=[C:6]([C:1]#[N:2])[N:11]=2)=[CH:14][CH:15]=1, predict the reactants needed to synthesize it. The reactants are: [CH3:1][N:2](C)C.Cl[C:6]1[N:11]=[C:10]([O:12][C:13]2[C:22]3[C:17](=[CH:18][CH:19]=[CH:20][CH:21]=3)[C:16]([NH2:23])=[CH:15][CH:14]=2)[CH:9]=[CH:8][N:7]=1. (5) The reactants are: [CH2:1]([N:8]1[CH2:13][C@H:12]([C:14]2[CH:19]=[CH:18][C:17]([F:20])=[CH:16][CH:15]=2)[O:11][CH2:10][C:9]1=O)[C:2]1[CH:7]=[CH:6][CH:5]=[CH:4][CH:3]=1.[H-].[Al+3].[Li+].[H-].[H-].[H-].O.[OH-].[Na+]. Given the product [CH2:1]([N:8]1[CH2:9][CH2:10][O:11][C@@H:12]([C:14]2[CH:15]=[CH:16][C:17]([F:20])=[CH:18][CH:19]=2)[CH2:13]1)[C:2]1[CH:3]=[CH:4][CH:5]=[CH:6][CH:7]=1, predict the reactants needed to synthesize it. (6) Given the product [N:23]([CH2:6][CH:7]([O:16][CH:17]([CH3:19])[CH3:18])[CH2:8][C:9]1[CH:14]=[CH:13][C:12]([Cl:15])=[CH:11][CH:10]=1)=[N+:24]=[N-:25], predict the reactants needed to synthesize it. The reactants are: CS(O[CH2:6][CH:7]([O:16][CH:17]([CH3:19])[CH3:18])[CH2:8][C:9]1[CH:14]=[CH:13][C:12]([Cl:15])=[CH:11][CH:10]=1)(=O)=O.CO.O.[N-:23]=[N+:24]=[N-:25].[Na+]. (7) The reactants are: Br[C:2]1[C:3]2[N:4]([C:8]([CH2:11][C:12]([CH3:17])([N+:14]([O-:16])=[O:15])[CH3:13])=[CH:9][N:10]=2)[CH:5]=[CH:6][CH:7]=1.[F:18][C:19]([F:30])([F:29])[C:20]1[CH:25]=[CH:24][C:23](B(O)O)=[CH:22][CH:21]=1. Given the product [CH3:13][C:12]([N+:14]([O-:16])=[O:15])([CH3:17])[CH2:11][C:8]1[N:4]2[CH:5]=[CH:6][CH:7]=[C:2]([C:23]3[CH:24]=[CH:25][C:20]([C:19]([F:30])([F:29])[F:18])=[CH:21][CH:22]=3)[C:3]2=[N:10][CH:9]=1, predict the reactants needed to synthesize it.